From a dataset of Peptide-MHC class II binding affinity with 134,281 pairs from IEDB. Regression. Given a peptide amino acid sequence and an MHC pseudo amino acid sequence, predict their binding affinity value. This is MHC class II binding data. (1) The peptide sequence is ITAHLKRLWKMLDPR. The MHC is DRB1_1101 with pseudo-sequence DRB1_1101. The binding affinity (normalized) is 0.723. (2) The peptide sequence is DSDAASPRMAPRAPWIEQE. The MHC is DRB1_0802 with pseudo-sequence DRB1_0802. The binding affinity (normalized) is 0.0948. (3) The peptide sequence is KYMVIQGEPGAVIRG. The MHC is HLA-DQA10201-DQB10202 with pseudo-sequence HLA-DQA10201-DQB10202. The binding affinity (normalized) is 0.0632.